This data is from Reaction yield outcomes from USPTO patents with 853,638 reactions. The task is: Predict the reaction yield, written as a fraction of the theoretical maximum amount of product (1.0 means a 100% yield; for example, 0.34 means a 34% yield). (1) The reactants are [F:1][C:2]1[CH:3]=[CH:4][C:5]([C:8]2[C:12]([CH2:13][CH2:14][C:15]3[S:16][C:17]([C:20]([OH:22])=O)=[CH:18][N:19]=3)=[C:11]([CH3:23])[O:10][N:9]=2)=[N:6][CH:7]=1.[CH2:24]([CH2:26][NH2:27])[OH:25]. No catalyst specified. The product is [OH:25][CH2:24][CH2:26][NH:27][C:20]([C:17]1[S:16][C:15]([CH2:14][CH2:13][C:12]2[C:8]([C:5]3[CH:4]=[CH:3][C:2]([F:1])=[CH:7][N:6]=3)=[N:9][O:10][C:11]=2[CH3:23])=[N:19][CH:18]=1)=[O:22]. The yield is 0.410. (2) The catalyst is C1COCC1. The yield is 0.800. The reactants are I[C:2]1[CH:7]=[CH:6][C:5]([I:8])=[CH:4][C:3]=1[N+:9]([O-:11])=[O:10].C1([Mg]Br)C=CC=CC=1.[CH:20](=[O:24])[CH:21]([CH3:23])[CH3:22]. The product is [I:8][C:5]1[CH:6]=[CH:7][C:2]([CH:20]([OH:24])[CH:21]([CH3:23])[CH3:22])=[C:3]([N+:9]([O-:11])=[O:10])[CH:4]=1. (3) The reactants are [Cl:1][C:2]1[C:3]([C:19]([F:22])([F:21])[F:20])=[N:4][N:5]([CH3:18])[C:6]=1[C:7]1[CH:12]=[C:11]([N+:13]([O-])=O)[CH:10]=[CH:9][C:8]=1[O:16][CH3:17]. The catalyst is CCO. The product is [Cl:1][C:2]1[C:3]([C:19]([F:22])([F:20])[F:21])=[N:4][N:5]([CH3:18])[C:6]=1[C:7]1[CH:12]=[C:11]([NH2:13])[CH:10]=[CH:9][C:8]=1[O:16][CH3:17]. The yield is 0.660. (4) The reactants are [NH2:1][CH2:2][CH2:3][CH2:4][CH2:5][N:6]1[C:14]2[N:9]3[C:10](=[N:15][C:16]([CH3:17])=[C:8]3[C:7]1=[O:18])[CH:11]=[CH:12][CH:13]=2.C(N(CC)CC)C.[CH2:26]([S:29](Cl)(=[O:31])=[O:30])[CH2:27][CH3:28]. The catalyst is C(Cl)Cl. The product is [CH3:17][C:16]1[N:15]=[C:10]2[CH:11]=[CH:12][CH:13]=[C:14]3[N:9]2[C:8]=1[C:7](=[O:18])[N:6]3[CH2:5][CH2:4][CH2:3][CH2:2][NH:1][S:29]([CH2:26][CH2:27][CH3:28])(=[O:31])=[O:30]. The yield is 0.750. (5) The reactants are [CH2:1]([C:3]1[N:7]([C:8]2[N:16]=[C:15]3[C:11]([N:12]=[C:13]([CH:18]=O)[N:14]3[CH3:17])=[C:10]([N:20]3[CH2:25][CH2:24][O:23][CH2:22][CH2:21]3)[N:9]=2)[C:6]2[CH:26]=[CH:27][CH:28]=[CH:29][C:5]=2[N:4]=1)[CH3:2].[NH:30]1[CH2:33][CH:32]([C:34]([N:36]2[CH2:40][CH2:39][CH2:38][CH2:37]2)=[O:35])[CH2:31]1.C(O[BH-](OC(=O)C)OC(=O)C)(=O)C.[Na+]. The catalyst is ClCCCl. The product is [CH2:1]([C:3]1[N:7]([C:8]2[N:16]=[C:15]3[C:11]([N:12]=[C:13]([CH2:18][N:30]4[CH2:31][CH:32]([C:34]([N:36]5[CH2:37][CH2:38][CH2:39][CH2:40]5)=[O:35])[CH2:33]4)[N:14]3[CH3:17])=[C:10]([N:20]3[CH2:25][CH2:24][O:23][CH2:22][CH2:21]3)[N:9]=2)[C:6]2[CH:26]=[CH:27][CH:28]=[CH:29][C:5]=2[N:4]=1)[CH3:2]. The yield is 0.480.